This data is from Full USPTO retrosynthesis dataset with 1.9M reactions from patents (1976-2016). The task is: Predict the reactants needed to synthesize the given product. Given the product [OH:1][C:2]1[CH:3]=[CH:4][C:5]([C:8]([C:11]2[CH:12]=[CH:13][C:14]([OH:17])=[CH:15][CH:16]=2)([CH3:10])[CH3:9])=[CH:6][CH:7]=1.[C:2]1([OH:1])[CH:7]=[CH:6][CH:5]=[CH:4][CH:3]=1, predict the reactants needed to synthesize it. The reactants are: [OH:1][C:2]1[CH:7]=[CH:6][C:5]([C:8]([C:11]2[CH:16]=[CH:15][C:14]([OH:17])=[CH:13][CH:12]=2)([CH3:10])[CH3:9])=[CH:4][CH:3]=1.